Task: Predict the reaction yield, written as a fraction of the theoretical maximum amount of product (1.0 means a 100% yield; for example, 0.34 means a 34% yield).. Dataset: Reaction yield outcomes from USPTO patents with 853,638 reactions The reactants are [CH3:1][N:2]([CH3:33])[C:3]1([C:27]2[CH:32]=[CH:31][CH:30]=[CH:29][CH:28]=2)[CH2:8][CH2:7][C:6](=[CH:9][C:10]([N:12]2[CH2:17][CH2:16][CH2:15][CH:14]([C:18]3[C:26]4[C:21](=[CH:22][CH:23]=[CH:24][CH:25]=4)[NH:20][CH:19]=3)[CH2:13]2)=[O:11])[CH2:5][CH2:4]1.[Cl:34][Si](C)(C)C. The catalyst is CC(CC)=O. The product is [ClH:34].[CH3:33][N:2]([CH3:1])[C:3]1([C:27]2[CH:28]=[CH:29][CH:30]=[CH:31][CH:32]=2)[CH2:8][CH2:7][C:6](=[CH:9][C:10]([N:12]2[CH2:17][CH2:16][CH2:15][CH:14]([C:18]3[C:26]4[C:21](=[CH:22][CH:23]=[CH:24][CH:25]=4)[NH:20][CH:19]=3)[CH2:13]2)=[O:11])[CH2:5][CH2:4]1. The yield is 0.890.